This data is from NCI-60 drug combinations with 297,098 pairs across 59 cell lines. The task is: Regression. Given two drug SMILES strings and cell line genomic features, predict the synergy score measuring deviation from expected non-interaction effect. (1) Drug 1: C1CCC(C1)C(CC#N)N2C=C(C=N2)C3=C4C=CNC4=NC=N3. Drug 2: CCC1(CC2CC(C3=C(CCN(C2)C1)C4=CC=CC=C4N3)(C5=C(C=C6C(=C5)C78CCN9C7C(C=CC9)(C(C(C8N6C)(C(=O)OC)O)OC(=O)C)CC)OC)C(=O)OC)O.OS(=O)(=O)O. Cell line: HCT-15. Synergy scores: CSS=3.60, Synergy_ZIP=2.74, Synergy_Bliss=6.81, Synergy_Loewe=2.15, Synergy_HSA=4.75. (2) Drug 1: CC1=C(C=C(C=C1)NC(=O)C2=CC=C(C=C2)CN3CCN(CC3)C)NC4=NC=CC(=N4)C5=CN=CC=C5. Drug 2: C1CNP(=O)(OC1)N(CCCl)CCCl. Cell line: MDA-MB-435. Synergy scores: CSS=-3.61, Synergy_ZIP=2.42, Synergy_Bliss=3.12, Synergy_Loewe=-1.83, Synergy_HSA=-2.01. (3) Drug 1: CC1=C(C(=CC=C1)Cl)NC(=O)C2=CN=C(S2)NC3=CC(=NC(=N3)C)N4CCN(CC4)CCO. Drug 2: CCC1(C2=C(COC1=O)C(=O)N3CC4=CC5=C(C=CC(=C5CN(C)C)O)N=C4C3=C2)O. Cell line: T-47D. Synergy scores: CSS=37.4, Synergy_ZIP=-3.06, Synergy_Bliss=-3.97, Synergy_Loewe=3.18, Synergy_HSA=6.50. (4) Drug 1: CNC(=O)C1=NC=CC(=C1)OC2=CC=C(C=C2)NC(=O)NC3=CC(=C(C=C3)Cl)C(F)(F)F. Drug 2: CC1C(C(CC(O1)OC2CC(CC3=C2C(=C4C(=C3O)C(=O)C5=CC=CC=C5C4=O)O)(C(=O)C)O)N)O. Cell line: SNB-75. Synergy scores: CSS=63.6, Synergy_ZIP=17.8, Synergy_Bliss=18.7, Synergy_Loewe=7.33, Synergy_HSA=20.2. (5) Drug 1: CC1CCC2CC(C(=CC=CC=CC(CC(C(=O)C(C(C(=CC(C(=O)CC(OC(=O)C3CCCCN3C(=O)C(=O)C1(O2)O)C(C)CC4CCC(C(C4)OC)O)C)C)O)OC)C)C)C)OC. Drug 2: CC12CCC3C(C1CCC2OP(=O)(O)O)CCC4=C3C=CC(=C4)OC(=O)N(CCCl)CCCl.[Na+]. Cell line: UACC62. Synergy scores: CSS=46.2, Synergy_ZIP=-1.19, Synergy_Bliss=-2.34, Synergy_Loewe=-3.91, Synergy_HSA=-3.36. (6) Drug 1: CC12CCC(CC1=CCC3C2CCC4(C3CC=C4C5=CN=CC=C5)C)O. Drug 2: C(=O)(N)NO. Cell line: TK-10. Synergy scores: CSS=11.4, Synergy_ZIP=-1.97, Synergy_Bliss=3.82, Synergy_Loewe=4.00, Synergy_HSA=3.84. (7) Drug 1: C1CN1C2=NC(=NC(=N2)N3CC3)N4CC4. Drug 2: C1CN(CCN1C(=O)CCBr)C(=O)CCBr. Cell line: SW-620. Synergy scores: CSS=24.8, Synergy_ZIP=-8.01, Synergy_Bliss=-3.43, Synergy_Loewe=-5.59, Synergy_HSA=0.782.